From a dataset of Full USPTO retrosynthesis dataset with 1.9M reactions from patents (1976-2016). Predict the reactants needed to synthesize the given product. (1) Given the product [F:7][C:8]([F:20])([F:21])[C:9]([NH:11][CH2:12][CH2:13][C:14]1[CH:19]=[CH:18][C:17]([C:1](=[O:5])[CH:2]([CH3:4])[CH3:3])=[CH:16][CH:15]=1)=[O:10], predict the reactants needed to synthesize it. The reactants are: [C:1](Cl)(=[O:5])[CH:2]([CH3:4])[CH3:3].[F:7][C:8]([F:21])([F:20])[C:9]([NH:11][CH2:12][CH2:13][C:14]1[CH:19]=[CH:18][CH:17]=[CH:16][CH:15]=1)=[O:10].[Cl-].[Al+3].[Cl-].[Cl-]. (2) Given the product [Br:16][CH2:8][C:7]1[C:2]([Cl:1])=[CH:3][C:4]([F:14])=[C:5]([S:10]([NH2:13])(=[O:12])=[O:11])[CH:6]=1, predict the reactants needed to synthesize it. The reactants are: [Cl:1][C:2]1[C:7]([CH2:8]O)=[CH:6][C:5]([S:10]([NH2:13])(=[O:12])=[O:11])=[C:4]([F:14])[CH:3]=1.P(Br)(Br)[Br:16]. (3) Given the product [CH3:14][O:15][C:16]1[CH:21]=[CH:20][C:19]([N:3]2[C:4]3[CH:9]=[C:8]([C:10]([O:12][CH3:13])=[O:11])[CH:7]=[CH:6][C:5]=3[N:1]=[CH:2]2)=[CH:18][CH:17]=1, predict the reactants needed to synthesize it. The reactants are: [NH:1]1[C:5]2[CH:6]=[CH:7][C:8]([C:10]([O:12][CH3:13])=[O:11])=[CH:9][C:4]=2[N:3]=[CH:2]1.[CH3:14][O:15][C:16]1[CH:21]=[CH:20][C:19](B(O)O)=[CH:18][CH:17]=1.N1C=CC=CC=1.